The task is: Predict the reaction yield, written as a fraction of the theoretical maximum amount of product (1.0 means a 100% yield; for example, 0.34 means a 34% yield).. This data is from Reaction yield outcomes from USPTO patents with 853,638 reactions. (1) The reactants are [CH3:1][C:2]1[CH:3]=[N+:4]([O-:9])[CH:5]=[C:6]([CH3:8])[CH:7]=1.C([O-])(=O)C.C([O-])(=O)C.C([O-])(=O)C.[Tl+3].[Br:23]Br. The catalyst is C(O)(=O)C. The product is [Br:23][C:7]1[C:6]([CH3:8])=[CH:5][N+:4]([O-:9])=[CH:3][C:2]=1[CH3:1]. The yield is 0.540. (2) The reactants are [CH3:1][C:2]1[N:3]=[CH:4][NH:5][CH:6]=1.Cl[C:8]1[CH:13]=[CH:12][C:11]([N+:14]([O-:16])=[O:15])=[CH:10][C:9]=1[O:17][CH3:18].[OH-].[K+].O. The yield is 0.200. The catalyst is CS(C)=O. The product is [CH3:18][O:17][C:9]1[CH:10]=[C:11]([N+:14]([O-:16])=[O:15])[CH:12]=[CH:13][C:8]=1[N:5]1[CH:6]=[C:2]([CH3:1])[N:3]=[CH:4]1.